Task: Binary Classification. Given a drug SMILES string, predict its activity (active/inactive) in a high-throughput screening assay against a specified biological target.. Dataset: Orexin1 receptor HTS with 218,158 compounds and 233 confirmed actives The molecule is O=C1N(C(=O)CC1N(CCc1ccccc1)C(=O)/C=C\C(O)=O)c1ccc(OC)cc1. The result is 0 (inactive).